Dataset: Forward reaction prediction with 1.9M reactions from USPTO patents (1976-2016). Task: Predict the product of the given reaction. (1) Given the reactants [F:1][CH2:2][CH2:3][CH2:4][O:5][C:6]1[CH:13]=[CH:12][C:9]([CH:10]=[O:11])=[C:8]([CH3:14])[CH:7]=1.[H-].[Al+3].[Li+].[H-].[H-].[H-], predict the reaction product. The product is: [F:1][CH2:2][CH2:3][CH2:4][O:5][C:6]1[CH:13]=[CH:12][C:9]([CH2:10][OH:11])=[C:8]([CH3:14])[CH:7]=1. (2) Given the reactants [CH:1]1([CH2:4][S:5]([CH2:8][C@H:9]([NH:13][C@@H:14]([C:19]2[CH:24]=[CH:23][C:22]([F:25])=[CH:21][CH:20]=2)[C:15]([F:18])([F:17])[F:16])[C:10]([OH:12])=O)(=[O:7])=[O:6])[CH2:3][CH2:2]1.CN(C(ON1N=[N:41][C:36]2[CH:37]=[CH:38]C=N[C:35]1=2)=[N+](C)C)C.F[P-](F)(F)(F)(F)F.C(N[CH:54]([CH3:56])C)(C)C.[CH3:57][N:58]([CH:60]=[O:61])C.CC([O:66]C)(C)C, predict the reaction product. The product is: [CH:57]1([NH:58][C:60](=[O:61])[CH:35]([OH:66])[C@@H:36]([NH:41][C:10](=[O:12])[C@@H:9]([NH:13][C@@H:14]([C:19]2[CH:20]=[CH:21][C:22]([F:25])=[CH:23][CH:24]=2)[C:15]([F:18])([F:16])[F:17])[CH2:8][S:5]([CH2:4][CH:1]2[CH2:2][CH2:3]2)(=[O:7])=[O:6])[CH2:37][CH3:38])[CH2:56][CH2:54]1. (3) Given the reactants Cl[C:2]1[C:8]2[CH:9]=[C:10]([F:13])[CH:11]=[CH:12][C:7]=2[S:6][C:5]2[CH:14]=[CH:15][CH:16]=[CH:17][C:4]=2[N:3]=1.[NH:18]1[CH2:23][CH2:22][NH:21][CH2:20][CH2:19]1, predict the reaction product. The product is: [F:13][C:10]1[CH:11]=[CH:12][C:7]2[S:6][C:5]3[CH:14]=[CH:15][CH:16]=[CH:17][C:4]=3[N:3]=[C:2]([N:18]3[CH2:23][CH2:22][NH:21][CH2:20][CH2:19]3)[C:8]=2[CH:9]=1. (4) The product is: [Cl:26][C:25]1[N:11]2[CH:12]=[C:13]([C:20]3[O:21][CH:22]=[CH:23][CH:24]=3)[CH:14]=[C:15]([C:16]([F:19])([F:17])[F:18])[C:10]2=[N:9][C:8]=1[NH:7][C:6](=[O:27])[CH2:36][C:30]1[CH:35]=[CH:34][CH:33]=[CH:32][CH:31]=1. Given the reactants C(O[C:6](=[O:27])[NH:7][C:8]1[N:9]=[C:10]2[C:15]([C:16]([F:19])([F:18])[F:17])=[CH:14][C:13]([C:20]3[O:21][CH:22]=[CH:23][CH:24]=3)=[CH:12][N:11]2[C:25]=1[Cl:26])(C)(C)C.[H-].[Na+].[C:30]1([CH2:36]C(Cl)=O)[CH:35]=[CH:34][CH:33]=[CH:32][CH:31]=1.FC(F)(F)C(O)=O, predict the reaction product. (5) Given the reactants [CH:1]1[S:5][C:4]([NH:6][C:7]([NH2:9])=[NH:8])=[N:3][C:2]=1[CH2:10][S:11][CH2:12][CH2:13][C:14]([NH:16][S:17]([NH2:20])(=[O:19])=[O:18])=[NH:15].[OH:21][C:22]([CH:24]([C:26]1[CH:35]=[CH:34][C:29]([CH2:30][CH:31]([CH3:33])[CH3:32])=[CH:28][CH:27]=1)[CH3:25])=[O:23], predict the reaction product. The product is: [OH:23][C:22]([CH:24]([C:26]1[CH:27]=[CH:28][C:29]([CH2:30][CH:31]([CH3:32])[CH3:33])=[CH:34][CH:35]=1)[CH3:25])=[O:21].[CH:1]1[S:5][C:4]([NH:6][C:7]([NH2:9])=[NH:8])=[N:3][C:2]=1[CH2:10][S:11][CH2:12][CH2:13][C:14]([NH:16][S:17]([NH2:20])(=[O:19])=[O:18])=[NH:15]. (6) Given the reactants Br[CH:2]1[CH:6]2[CH2:7][CH2:8][CH:3]1[CH2:4][CH2:5]2.[Mg].CN([CH:13]=[O:14])C, predict the reaction product. The product is: [CH:6]12[CH:2]([CH:13]=[O:14])[CH:3]([CH2:8][CH2:7]1)[CH2:4][CH2:5]2.